From a dataset of CYP3A4 inhibition data for predicting drug metabolism from PubChem BioAssay. Regression/Classification. Given a drug SMILES string, predict its absorption, distribution, metabolism, or excretion properties. Task type varies by dataset: regression for continuous measurements (e.g., permeability, clearance, half-life) or binary classification for categorical outcomes (e.g., BBB penetration, CYP inhibition). Dataset: cyp3a4_veith. (1) The compound is Clc1ccc(N2C[C@@H]3CC[C@H](C2)N3)nn1. The result is 0 (non-inhibitor). (2) The drug is CCc1cccc(CC)c1-n1c(SCc2cc(=O)n3ccsc3n2)nnc1-c1cccnc1. The result is 1 (inhibitor). (3) The molecule is CCOC(=O)C1=C(C)NC(C)=C(C(=O)OCC)C1c1sccc1C. The result is 1 (inhibitor). (4) The compound is COc1cc(CNC(C)(C)CO)ccc1OCC(=O)Nc1ccc(Br)cc1. The result is 0 (non-inhibitor). (5) The molecule is O=C1C=C[C@@H](O)[C@@H]2[C@@H]1CC[C@H]1C(=O)N(c3cccc(Oc4ccccc4)c3)C(=O)[C@H]12. The result is 0 (non-inhibitor).